Predict the reactants needed to synthesize the given product. From a dataset of Full USPTO retrosynthesis dataset with 1.9M reactions from patents (1976-2016). Given the product [CH3:1][O:2][C:3]1[CH:4]=[C:5]2[C:10](=[CH:11][C:12]=1[O:13][CH3:14])[N:9]=[CH:8][CH:7]=[C:6]2[O:15][C:16]1[CH:22]=[CH:21][C:19]([NH:20][C:27](=[O:33])[O:28][N:36]2[C:44](=[O:45])[C:43]3[C:38](=[CH:39][CH:40]=[CH:41][CH:42]=3)[C:37]2=[O:46])=[CH:18][CH:17]=1, predict the reactants needed to synthesize it. The reactants are: [CH3:1][O:2][C:3]1[CH:4]=[C:5]2[C:10](=[CH:11][C:12]=1[O:13][CH3:14])[N:9]=[CH:8][CH:7]=[C:6]2[O:15][C:16]1[CH:22]=[CH:21][C:19]([NH2:20])=[CH:18][CH:17]=1.ClC(Cl)(O[C:27](=[O:33])[O:28]C(Cl)(Cl)Cl)Cl.O[N:36]1[C:44](=[O:45])[C:43]2[C:38](=[CH:39][CH:40]=[CH:41][CH:42]=2)[C:37]1=[O:46].C(=O)(O)[O-].[Na+].